Dataset: TCR-epitope binding with 47,182 pairs between 192 epitopes and 23,139 TCRs. Task: Binary Classification. Given a T-cell receptor sequence (or CDR3 region) and an epitope sequence, predict whether binding occurs between them. (1) The epitope is TLVPQEHYV. The TCR CDR3 sequence is CASSKRARGRQYF. Result: 1 (the TCR binds to the epitope). (2) The epitope is DATYQRTRALVR. The TCR CDR3 sequence is CASSLVGEPIQETQYF. Result: 0 (the TCR does not bind to the epitope).